From a dataset of Forward reaction prediction with 1.9M reactions from USPTO patents (1976-2016). Predict the product of the given reaction. (1) The product is: [C:49]([OH:54])(=[O:53])[C:50]([OH:52])=[O:51].[CH3:1][C:2]1[CH:14]=[CH:13][C:5]2[N:6]([C:7]3[CH:12]=[CH:11][CH:10]=[CH:9][N:8]=3)[C:23](/[CH:22]=[CH:21]/[C:17]3[S:16][CH:20]=[CH:19][CH:18]=3)=[N:15][C:4]=2[CH:3]=1. Given the reactants [CH3:1][C:2]1[CH:14]=[CH:13][C:5]([NH:6][C:7]2[CH:12]=[CH:11][CH:10]=[CH:9][N:8]=2)=[C:4]([NH2:15])[CH:3]=1.[S:16]1[CH:20]=[CH:19][CH:18]=[C:17]1/[CH:21]=[CH:22]/[C:23](Cl)=O.N1C=CC=CC=1N1C2C=CC=CC=2N=C1/C=C/C1C=CC=CC=1.[C:49]([OH:54])(=[O:53])[C:50]([OH:52])=[O:51], predict the reaction product. (2) Given the reactants [C:1]([C:3]1[C:13]2[O:12][CH2:11][CH2:10][N:9]([C:14]([O:16][C:17]([CH3:20])([CH3:19])[CH3:18])=[O:15])[CH2:8][C:7]=2[CH:6]=[CH:5][CH:4]=1)#[N:2].Cl.[NH2:22][OH:23].C(=O)(O)[O-].[Na+], predict the reaction product. The product is: [OH:23][NH:22][C:1](=[NH:2])[C:3]1[C:13]2[O:12][CH2:11][CH2:10][N:9]([C:14]([O:16][C:17]([CH3:19])([CH3:18])[CH3:20])=[O:15])[CH2:8][C:7]=2[CH:6]=[CH:5][CH:4]=1. (3) Given the reactants [CH2:1]([O:3][C:4]([C:6]1[NH:7][CH:8]=[CH:9][CH:10]=1)=[O:5])[CH3:2].[Cl-].[Al+3].[Cl-].[Cl-].[Br:15][C:16]1[CH:21]=[CH:20][CH:19]=[CH:18][C:17]=1[CH2:22][C:23](Cl)=[O:24], predict the reaction product. The product is: [CH2:1]([O:3][C:4]([C:6]1[NH:7][CH:8]=[C:9]([C:23](=[O:24])[CH2:22][C:17]2[CH:18]=[CH:19][CH:20]=[CH:21][C:16]=2[Br:15])[CH:10]=1)=[O:5])[CH3:2].